Dataset: Reaction yield outcomes from USPTO patents with 853,638 reactions. Task: Predict the reaction yield, written as a fraction of the theoretical maximum amount of product (1.0 means a 100% yield; for example, 0.34 means a 34% yield). (1) The reactants are Br[C:2]1[CH:7]=[CH:6][CH:5]=[CH:4][C:3]=1[O:8][C:9]([F:12])([F:11])[F:10].C([Li])CCC.[NH2:18][C:19]1[N:30]=[CH:29][C:28]([Br:31])=[CH:27][C:20]=1[C:21](N(OC)C)=[O:22]. The catalyst is C1COCC1. The product is [NH2:18][C:19]1[C:20]([C:21]([C:2]2[CH:7]=[CH:6][CH:5]=[CH:4][C:3]=2[O:8][C:9]([F:12])([F:11])[F:10])=[O:22])=[CH:27][C:28]([Br:31])=[CH:29][N:30]=1. The yield is 0.520. (2) The reactants are C([C@@H]1N(C(=O)C2C=CC(OC3C=CC=CC=3)=CC=2)C[C@H](CC(C)C)NC1=O)C(C)C.[CH2:31]([C@@H:35]1[NH:40][CH2:39][C@H:38]([CH2:41][CH2:42][CH3:43])[NH:37][C:36]1=[O:44])[CH:32]([CH3:34])[CH3:33].[F:45][C:46]1[CH:51]=[CH:50][C:49]([C:52]2[O:56][N:55]=[C:54]([C:57](O)=[O:58])[N:53]=2)=[CH:48][CH:47]=1. No catalyst specified. The product is [F:45][C:46]1[CH:47]=[CH:48][C:49]([C:52]2[O:56][N:55]=[C:54]([C:57]([N:40]3[CH2:39][C@H:38]([CH2:41][CH2:42][CH3:43])[NH:37][C:36](=[O:44])[C@@H:35]3[CH2:31][CH:32]([CH3:34])[CH3:33])=[O:58])[N:53]=2)=[CH:50][CH:51]=1. The yield is 0.520. (3) The yield is 0.130. The reactants are [C:1]([O:5][C:6]([N:8]1[CH2:13][CH2:12][N:11]([C:14]2[CH:19]=[CH:18][C:17]([C:20]3[O:24][C:23]([NH:25][C:26]4[CH:27]=[N:28][CH:29]=[CH:30][CH:31]=4)=[N:22][C:21]=3[C:32]([OH:34])=O)=[CH:16][CH:15]=2)[CH2:10][CH2:9]1)=[O:7])([CH3:4])([CH3:3])[CH3:2].F[P-](F)(F)(F)(F)F.[N:42]1(OC(N(C)C)=[N+](C)C)C2N=CC=CC=2N=N1.C(N(C(C)C)CC)(C)C.N.O1CCOCC1. The product is [C:32]([C:21]1[N:22]=[C:23]([NH:25][C:26]2[CH:27]=[N:28][CH:29]=[CH:30][CH:31]=2)[O:24][C:20]=1[C:17]1[CH:16]=[CH:15][C:14]([N:11]2[CH2:12][CH2:13][N:8]([C:6]([O:5][C:1]([CH3:4])([CH3:2])[CH3:3])=[O:7])[CH2:9][CH2:10]2)=[CH:19][CH:18]=1)(=[O:34])[NH2:42]. The catalyst is CN(C=O)C. (4) The reactants are [O:1]=[C:2]1[N:6]([C:7]2[CH:12]=[CH:11][CH:10]=[CH:9][CH:8]=2)[CH2:5][C:4]2([CH2:17][CH2:16][CH:15]([C:18]([O:20]CC)=[O:19])[CH2:14][CH2:13]2)[O:3]1.O.[OH-].[Li+].Cl. The catalyst is CO.O. The product is [O:1]=[C:2]1[N:6]([C:7]2[CH:12]=[CH:11][CH:10]=[CH:9][CH:8]=2)[CH2:5][C:4]2([CH2:17][CH2:16][CH:15]([C:18]([OH:20])=[O:19])[CH2:14][CH2:13]2)[O:3]1. The yield is 0.670.